This data is from Peptide-MHC class II binding affinity with 134,281 pairs from IEDB. The task is: Regression. Given a peptide amino acid sequence and an MHC pseudo amino acid sequence, predict their binding affinity value. This is MHC class II binding data. (1) The peptide sequence is AAATAGTTVYGAFAM. The MHC is HLA-DPA10103-DPB10401 with pseudo-sequence HLA-DPA10103-DPB10401. The binding affinity (normalized) is 0.264. (2) The peptide sequence is VEKSQLLNEFNNLYA. The MHC is DRB1_0802 with pseudo-sequence DRB1_0802. The binding affinity (normalized) is 0.449. (3) The peptide sequence is QKYCPNKICTSKGDS. The MHC is DRB3_0101 with pseudo-sequence DRB3_0101. The binding affinity (normalized) is 0.200. (4) The peptide sequence is CVPKVTFTVEKGSNE. The MHC is DRB1_0701 with pseudo-sequence DRB1_0701. The binding affinity (normalized) is 0.0896. (5) The peptide sequence is EKHYFAATQFEPLAA. The binding affinity (normalized) is 0.842. The MHC is HLA-DPA10301-DPB10402 with pseudo-sequence HLA-DPA10301-DPB10402.